From a dataset of Full USPTO retrosynthesis dataset with 1.9M reactions from patents (1976-2016). Predict the reactants needed to synthesize the given product. Given the product [C:10]([C:4]1[CH:5]=[C:6]([C:10]([CH3:13])([CH3:12])[CH3:11])[N:7]=[C:2]([Cl:1])[N:3]=1)([CH3:13])([CH3:12])[CH3:11], predict the reactants needed to synthesize it. The reactants are: [Cl:1][C:2]1[N:7]=[C:6](Cl)[CH:5]=[C:4](Cl)[N:3]=1.[C:10]([Mg]Cl)([CH3:13])([CH3:12])[CH3:11].